Dataset: Catalyst prediction with 721,799 reactions and 888 catalyst types from USPTO. Task: Predict which catalyst facilitates the given reaction. Reactant: [CH:1]([NH:4][CH3:5])([CH3:3])[CH3:2].[OH-].[Na+].Br[CH2:9][CH2:10][CH2:11][Cl:12]. Product: [Cl:12][CH2:11][CH2:10][CH2:9][N:4]([CH:1]([CH3:3])[CH3:2])[CH3:5]. The catalyst class is: 21.